Task: Predict the reactants needed to synthesize the given product.. Dataset: Full USPTO retrosynthesis dataset with 1.9M reactions from patents (1976-2016) The reactants are: [CH2:1]([N:8]1[CH2:15][CH2:14][CH:13]2[CH:9]1[CH2:10][N:11](C(OCC)=O)[CH2:12]2)[C:2]1[CH:7]=[CH:6][CH:5]=[CH:4][CH:3]=1.Cl. Given the product [CH2:1]([N:8]1[CH2:15][CH2:14][CH:13]2[CH:9]1[CH2:10][NH:11][CH2:12]2)[C:2]1[CH:7]=[CH:6][CH:5]=[CH:4][CH:3]=1, predict the reactants needed to synthesize it.